Predict the reaction yield, written as a fraction of the theoretical maximum amount of product (1.0 means a 100% yield; for example, 0.34 means a 34% yield). From a dataset of Reaction yield outcomes from USPTO patents with 853,638 reactions. (1) The reactants are [Cl:1][C:2]1[N:10]=[C:9]2[C:5]([CH:6]=[CH:7][NH:8]2)=[CH:4][CH:3]=1.[H-].[Na+].[C:13]1([S:19](Cl)(=[O:21])=[O:20])[CH:18]=[CH:17][CH:16]=[CH:15][CH:14]=1.C(OCC)(=O)C. The catalyst is C1COCC1. The product is [C:13]1([S:19]([N:8]2[C:9]3=[N:10][C:2]([Cl:1])=[CH:3][CH:4]=[C:5]3[CH:6]=[CH:7]2)(=[O:21])=[O:20])[CH:18]=[CH:17][CH:16]=[CH:15][CH:14]=1. The yield is 0.807. (2) The reactants are [N:1]1[CH:6]=[CH:5][CH:4]=[C:3]([C:7](=O)[CH2:8][C:9]2[CH:13]=[CH:12][S:11][CH:10]=2)[CH:2]=1.[CH2:15]([O:17][C:18]1[C:19]([OH:29])=[C:20]([CH:24]=[C:25]([CH:27]=O)[CH:26]=1)[C:21]([OH:23])=[O:22])[CH3:16].[NH2:30][C:31]([NH2:33])=[O:32].Cl. The catalyst is CCO. The product is [CH2:15]([O:17][C:18]1[C:19]([OH:29])=[C:20]([CH:24]=[C:25]([CH:27]2[C:8]([C:9]3[CH:13]=[CH:12][S:11][CH:10]=3)=[C:7]([C:3]3[CH:2]=[N:1][CH:6]=[CH:5][CH:4]=3)[NH:33][C:31](=[O:32])[NH:30]2)[CH:26]=1)[C:21]([OH:23])=[O:22])[CH3:16]. The yield is 0.330. (3) The reactants are Cl[C:2]1[CH:17]=[CH:16][C:5]([C:6]([NH:8][C:9]2[CH:14]=[CH:13][C:12]([F:15])=[CH:11][CH:10]=2)=[O:7])=[CH:4][N:3]=1.[S-:18][CH2:19][CH3:20].[Na+]. The catalyst is O1CCCC1. The product is [CH2:19]([S:18][C:2]1[CH:17]=[CH:16][C:5]([C:6]([NH:8][C:9]2[CH:14]=[CH:13][C:12]([F:15])=[CH:11][CH:10]=2)=[O:7])=[CH:4][N:3]=1)[CH3:20]. The yield is 0.680. (4) The reactants are [OH-].[Na+].[NH2:3][C:4]1[C:9]([Cl:10])=[C:8]([C:11]([O:13]C)=[O:12])[N:7]=[C:6]([C:15]2[CH:16]=[N:17][C:18]([CH:21]3[CH2:23][CH2:22]3)=[CH:19][CH:20]=2)[C:5]=1[F:24].Cl. The product is [NH2:3][C:4]1[C:9]([Cl:10])=[C:8]([C:11]([OH:13])=[O:12])[N:7]=[C:6]([C:15]2[CH:16]=[N:17][C:18]([CH:21]3[CH2:23][CH2:22]3)=[CH:19][CH:20]=2)[C:5]=1[F:24]. The catalyst is CO. The yield is 0.990. (5) The product is [Br:2][C:3]1[CH:28]=[CH:27][CH:26]=[CH:25][C:4]=1/[CH:5]=[CH:38]\[C:37]1[CH:40]=[CH:41][CH:42]=[CH:43][C:36]=1[I:35]. The reactants are [Br-].[Br:2][C:3]1[CH:28]=[CH:27][CH:26]=[CH:25][C:4]=1[CH2:5][P+](C1C=CC=CC=1)(C1C=CC=CC=1)C1C=CC=CC=1.CC(C)([O-])C.[K+].[I:35][C:36]1[CH:43]=[CH:42][CH:41]=[CH:40][C:37]=1[CH:38]=O.O. The catalyst is O1CCCC1. The yield is 0.905. (6) The reactants are C(OC([C:6]1[N:7]=[C:8]([C:19]2[S:20][C:21]([C:24]3[CH:29]=[CH:28][CH:27]=[C:26]([S:30]([CH3:33])(=[O:32])=[O:31])[CH:25]=3)=[CH:22][CH:23]=2)[N:9]([C:11]2[C:16]([Cl:17])=[CH:15][CH:14]=[CH:13][C:12]=2[Cl:18])[CH:10]=1)=O)C.[CH3:34][Mg]Br.CC[O:39][CH2:40][CH3:41]. The catalyst is C1COCC1. The product is [Cl:17][C:16]1[CH:15]=[CH:14][CH:13]=[C:12]([Cl:18])[C:11]=1[N:9]1[CH:10]=[C:6]([C:40]([OH:39])([CH3:41])[CH3:34])[N:7]=[C:8]1[C:19]1[S:20][C:21]([C:24]2[CH:29]=[CH:28][CH:27]=[C:26]([S:30]([CH3:33])(=[O:32])=[O:31])[CH:25]=2)=[CH:22][CH:23]=1. The yield is 0.590. (7) The reactants are Cl[C:2]1[CH:9]=[C:8]([N+:10]([O-:12])=[O:11])[CH:7]=[CH:6][C:3]=1[C:4]#[N:5].[ClH:13].[NH2:14][OH:15].C(N(CC)CC)C. The catalyst is CCO. The product is [Cl:13][C:2]1[CH:9]=[C:8]([N+:10]([O-:12])=[O:11])[CH:7]=[CH:6][C:3]=1[C:4]([NH2:5])=[N:14][OH:15]. The yield is 0.680.